This data is from NCI-60 drug combinations with 297,098 pairs across 59 cell lines. The task is: Regression. Given two drug SMILES strings and cell line genomic features, predict the synergy score measuring deviation from expected non-interaction effect. (1) Drug 1: CC1CCC2CC(C(=CC=CC=CC(CC(C(=O)C(C(C(=CC(C(=O)CC(OC(=O)C3CCCCN3C(=O)C(=O)C1(O2)O)C(C)CC4CCC(C(C4)OC)OCCO)C)C)O)OC)C)C)C)OC. Drug 2: C(CN)CNCCSP(=O)(O)O. Cell line: SF-295. Synergy scores: CSS=16.7, Synergy_ZIP=-6.89, Synergy_Bliss=0.740, Synergy_Loewe=-16.5, Synergy_HSA=-1.84. (2) Drug 1: C1=CC(=CC=C1CCC2=CNC3=C2C(=O)NC(=N3)N)C(=O)NC(CCC(=O)O)C(=O)O. Drug 2: CC1=C(C(=O)C2=C(C1=O)N3CC4C(C3(C2COC(=O)N)OC)N4)N. Cell line: CAKI-1. Synergy scores: CSS=33.8, Synergy_ZIP=-2.92, Synergy_Bliss=2.68, Synergy_Loewe=4.21, Synergy_HSA=6.05. (3) Synergy scores: CSS=4.20, Synergy_ZIP=-3.36, Synergy_Bliss=-5.96, Synergy_Loewe=-11.3, Synergy_HSA=-6.26. Cell line: MOLT-4. Drug 1: CCC(=C(C1=CC=CC=C1)C2=CC=C(C=C2)OCCN(C)C)C3=CC=CC=C3.C(C(=O)O)C(CC(=O)O)(C(=O)O)O. Drug 2: CCN(CC)CCNC(=O)C1=C(NC(=C1C)C=C2C3=C(C=CC(=C3)F)NC2=O)C. (4) Cell line: DU-145. Synergy scores: CSS=6.63, Synergy_ZIP=1.86, Synergy_Bliss=-0.0342, Synergy_Loewe=-45.6, Synergy_HSA=-4.06. Drug 1: CC1C(C(CC(O1)OC2CC(OC(C2O)C)OC3=CC4=CC5=C(C(=O)C(C(C5)C(C(=O)C(C(C)O)O)OC)OC6CC(C(C(O6)C)O)OC7CC(C(C(O7)C)O)OC8CC(C(C(O8)C)O)(C)O)C(=C4C(=C3C)O)O)O)O. Drug 2: CS(=O)(=O)OCCCCOS(=O)(=O)C. (5) Drug 2: C1=NC2=C(N1)C(=S)N=CN2. Drug 1: CCC1(CC2CC(C3=C(CCN(C2)C1)C4=CC=CC=C4N3)(C5=C(C=C6C(=C5)C78CCN9C7C(C=CC9)(C(C(C8N6C)(C(=O)OC)O)OC(=O)C)CC)OC)C(=O)OC)O.OS(=O)(=O)O. Synergy scores: CSS=19.5, Synergy_ZIP=-7.90, Synergy_Bliss=-2.20, Synergy_Loewe=-3.07, Synergy_HSA=-0.330. Cell line: PC-3. (6) Drug 1: CN(C)C1=NC(=NC(=N1)N(C)C)N(C)C. Drug 2: COCCOC1=C(C=C2C(=C1)C(=NC=N2)NC3=CC=CC(=C3)C#C)OCCOC.Cl. Cell line: NCI-H460. Synergy scores: CSS=-0.205, Synergy_ZIP=0.659, Synergy_Bliss=2.82, Synergy_Loewe=0.196, Synergy_HSA=0.192. (7) Drug 1: CC1=CC2C(CCC3(C2CCC3(C(=O)C)OC(=O)C)C)C4(C1=CC(=O)CC4)C. Drug 2: CC(C1=C(C=CC(=C1Cl)F)Cl)OC2=C(N=CC(=C2)C3=CN(N=C3)C4CCNCC4)N. Cell line: K-562. Synergy scores: CSS=40.5, Synergy_ZIP=-2.45, Synergy_Bliss=-5.94, Synergy_Loewe=-37.0, Synergy_HSA=-6.54.